Dataset: Catalyst prediction with 721,799 reactions and 888 catalyst types from USPTO. Task: Predict which catalyst facilitates the given reaction. (1) Reactant: C(N(CC)CC)C.[F:8][C:9]1[CH:17]=[C:16]2[C:12]([C:13]([CH:25]=[O:26])=[CH:14][N:15]2C(OC(C)(C)C)=O)=[CH:11][CH:10]=1.[CH3:27][O:28][C:29]1[CH:30]=[C:31]([CH:40]=[CH:41][CH:42]=1)[N:32]=[CH:33][C:34]1[CH:35]=[N:36][CH:37]=[CH:38][CH:39]=1. Product: [F:8][C:9]1[CH:17]=[C:16]2[C:12]([C:13]([C:25](=[O:26])[CH:33]([NH:32][C:31]3[CH:40]=[CH:41][CH:42]=[C:29]([O:28][CH3:27])[CH:30]=3)[C:34]3[CH:35]=[N:36][CH:37]=[CH:38][CH:39]=3)=[CH:14][NH:15]2)=[CH:11][CH:10]=1. The catalyst class is: 433. (2) Reactant: [OH:1][CH2:2][CH2:3][N:4]1[CH2:9][CH2:8][N:7]([NH:10][C:11]([C:13]2[CH:14]=[N:15][C:16]([C:19]3[CH:24]=[CH:23][CH:22]=[CH:21][CH:20]=3)=[N:17][CH:18]=2)=[O:12])[CH2:6][CH2:5]1.[CH3:25]CN(CC)CC.[C:32](O[C:32]([O:34][C:35]([CH3:38])([CH3:37])[CH3:36])=[O:33])([O:34][C:35]([CH3:38])([CH3:37])[CH3:36])=[O:33]. Product: [C:35]([O:34][C:32](=[O:33])[N:10]([N:7]1[CH2:8][CH2:9][N:4]([CH2:3][CH2:2][O:1][CH3:25])[CH2:5][CH2:6]1)[C:11]([C:13]1[CH:14]=[N:15][C:16]([C:19]2[CH:24]=[CH:23][CH:22]=[CH:21][CH:20]=2)=[N:17][CH:18]=1)=[O:12])([CH3:38])([CH3:37])[CH3:36]. The catalyst class is: 64. (3) Product: [Br:1][C:2]1[CH:3]=[C:4]([C:5]([CH:5]([C:4]2[CH:7]=[CH:8][CH:9]=[C:2]([Br:1])[CH:3]=2)[OH:6])=[O:6])[CH:7]=[CH:8][CH:9]=1. The catalyst class is: 88. Reactant: [Br:1][C:2]1[CH:3]=[C:4]([CH:7]=[CH:8][CH:9]=1)[CH:5]=[O:6].[C-]#N.[Na+].